Dataset: Forward reaction prediction with 1.9M reactions from USPTO patents (1976-2016). Task: Predict the product of the given reaction. The product is: [F:18][C:16]1([CH2:19][N:20]([CH3:22])[CH3:21])[CH2:17][NH:14][CH2:15]1. Given the reactants C([N:14]1[CH2:17][C:16]([CH2:19][N:20]([CH3:22])[CH3:21])([F:18])[CH2:15]1)(C1C=CC=CC=1)C1C=CC=CC=1, predict the reaction product.